Predict the product of the given reaction. From a dataset of Forward reaction prediction with 1.9M reactions from USPTO patents (1976-2016). (1) Given the reactants [C:1]([O:5][C:6]([N:8]1[CH2:13][CH2:12][CH:11]([C:14]2[CH:19]=[CH:18][C:17]([CH:20]([C:22](O)=[O:23])[CH3:21])=[CH:16][CH:15]=2)[CH2:10][CH2:9]1)=[O:7])([CH3:4])([CH3:3])[CH3:2].CC[N:27]([CH:31]([CH3:33])[CH3:32])C(C)C.CN(C(ON1N=NC2C=CC=CC1=2)=[N+](C)C)C.[B-](F)(F)(F)F.C1(N)CC1, predict the reaction product. The product is: [C:1]([O:5][C:6]([N:8]1[CH2:13][CH2:12][CH:11]([C:14]2[CH:15]=[CH:16][C:17]([CH:20]([C:22](=[O:23])[NH:27][CH:31]3[CH2:33][CH2:32]3)[CH3:21])=[CH:18][CH:19]=2)[CH2:10][CH2:9]1)=[O:7])([CH3:3])([CH3:4])[CH3:2]. (2) Given the reactants C1(O)CCCCC1.[C:8]([O:15][CH2:16][CH2:17][CH2:18][CH2:19][CH2:20][CH3:21])(=[O:14])[CH2:9][CH2:10][CH2:11][CH2:12][CH3:13], predict the reaction product. The product is: [C:8]([O:15][CH:16]1[CH2:21][CH2:20][CH2:19][CH2:18][CH2:17]1)(=[O:14])[CH2:9][CH2:10][CH2:11][CH2:12][CH3:13]. (3) Given the reactants [N+:1]([C:4]1[CH:9]=[CH:8][C:7]([N:10]2[CH2:15][CH2:14][CH2:13][CH2:12][CH2:11]2)=[CH:6][C:5]=1B1OC(C)(C)C(C)(C)O1)([O-:3])=[O:2].Cl.Br[C:27]1[CH:28]=[C:29]([CH:34]=[CH:35][N:36]=1)[C:30]([O:32][CH3:33])=[O:31].C(=O)([O-])[O-].[Na+].[Na+], predict the reaction product. The product is: [N+:1]([C:4]1[CH:9]=[CH:8][C:7]([N:10]2[CH2:11][CH2:12][CH2:13][CH2:14][CH2:15]2)=[CH:6][C:5]=1[C:27]1[CH:28]=[C:29]([CH:34]=[CH:35][N:36]=1)[C:30]([O:32][CH3:33])=[O:31])([O-:3])=[O:2].